Task: Binary Classification. Given a drug SMILES string, predict its activity (active/inactive) in a high-throughput screening assay against a specified biological target.. Dataset: M1 muscarinic receptor antagonist screen with 61,756 compounds (1) The compound is s1c2c(CC(OC2)(CC)C)c2c1n1c(n(c2=O)C)nnc1SCC(=O)c1ccccc1. The result is 0 (inactive). (2) The compound is O=c1n2c(nc3n(CCC)\c(=N\C(=O)c4cc5OCOc5cc4)c(cc13)C#N)c(ccc2)C. The result is 0 (inactive).